This data is from Peptide-MHC class II binding affinity with 134,281 pairs from IEDB. The task is: Regression. Given a peptide amino acid sequence and an MHC pseudo amino acid sequence, predict their binding affinity value. This is MHC class II binding data. (1) The peptide sequence is TGVMRGNHYAFVGVM. The MHC is HLA-DQA10501-DQB10303 with pseudo-sequence HLA-DQA10501-DQB10303. The binding affinity (normalized) is 0.578. (2) The peptide sequence is CGSLIGMTNRATWAS. The MHC is DRB3_0301 with pseudo-sequence DRB3_0301. The binding affinity (normalized) is 0.808. (3) The peptide sequence is ANGKLHDKKSMGDDH. The MHC is HLA-DQA10101-DQB10501 with pseudo-sequence HLA-DQA10101-DQB10501. The binding affinity (normalized) is 0.0311. (4) The binding affinity (normalized) is 0.372. The MHC is DRB1_0404 with pseudo-sequence DRB1_0404. The peptide sequence is FAVATITHAAELQRV. (5) The peptide sequence is NNYGSTIEGLLD. The MHC is HLA-DQA10101-DQB10501 with pseudo-sequence HLA-DQA10101-DQB10501. The binding affinity (normalized) is 0.122. (6) The peptide sequence is LLIDVVTYLVALIPE. The MHC is DRB3_0101 with pseudo-sequence DRB3_0101. The binding affinity (normalized) is 0.693.